Task: Predict the reactants needed to synthesize the given product.. Dataset: Full USPTO retrosynthesis dataset with 1.9M reactions from patents (1976-2016) (1) The reactants are: [Cl:1][C:2]1([Cl:8])[C@H:4]([CH3:5])[C@@H:3]1[CH2:6]O.[C:9]1(=[O:19])[NH:13][C:12](=[O:14])[C:11]2=[CH:15][CH:16]=[CH:17][CH:18]=[C:10]12.C1(P(C2C=CC=CC=2)C2C=CC=CC=2)C=CC=CC=1.CCOC(/N=N/C(OCC)=O)=O. Given the product [Cl:1][C:2]1([Cl:8])[C@H:4]([CH3:5])[C@@H:3]1[CH2:6][N:13]1[C:9](=[O:19])[C:10]2[C:11](=[CH:15][CH:16]=[CH:17][CH:18]=2)[C:12]1=[O:14], predict the reactants needed to synthesize it. (2) The reactants are: [F:1][C:2]1[C:3]([NH:23][C:24]2[CH:36]=[CH:35][CH:34]=[CH:33][C:25]=2[C:26]([NH:28][CH2:29][CH2:30][S:31][CH3:32])=[O:27])=[N:4][C:5]([NH:8][C:9]2[CH:14]=[CH:13][CH:12]=[C:11]([CH2:15][CH2:16][N:17]3[CH2:22][CH2:21][O:20][CH2:19][CH2:18]3)[CH:10]=2)=[N:6][CH:7]=1.[OH:37][O:38][S:39]([O-:41])=O.[K+].[CH2:43]1COCC1. Given the product [F:1][C:2]1[C:3]([NH:23][C:24]2[CH:36]=[CH:35][CH:34]=[CH:33][C:25]=2[C:26]([NH:28][CH2:29][CH2:30][S:31]([CH3:32])=[O:37])=[O:27])=[N:4][C:5]([NH:8][C:9]2[CH:14]=[CH:13][CH:12]=[C:11]([CH2:15][CH2:16][N:17]3[CH2:18][CH2:19][O:20][CH2:21][CH2:22]3)[CH:10]=2)=[N:6][CH:7]=1.[F:1][C:2]1[C:3]([NH:23][C:24]2[CH:36]=[CH:35][CH:34]=[CH:33][C:25]=2[C:26]([NH:28][CH2:29][CH2:30][S:39]([CH3:43])(=[O:41])=[O:38])=[O:27])=[N:4][C:5]([NH:8][C:9]2[CH:14]=[CH:13][CH:12]=[C:11]([CH2:15][CH2:16][N:17]3[CH2:18][CH2:19][O:20][CH2:21][CH2:22]3)[CH:10]=2)=[N:6][CH:7]=1, predict the reactants needed to synthesize it. (3) Given the product [CH2:1]([C@H:8]1[CH2:12][O:11][C:10](=[O:13])[N:9]1[C:14]([C@H:16]([CH2:25][CH2:26][OH:27])[CH2:17][C:18]([O:20][C:21]([CH3:22])([CH3:24])[CH3:23])=[O:19])=[O:15])[C:2]1[CH:3]=[CH:4][CH:5]=[CH:6][CH:7]=1, predict the reactants needed to synthesize it. The reactants are: [CH2:1]([C@H:8]1[CH2:12][O:11][C:10](=[O:13])[N:9]1[C:14]([C@H:16]([CH2:25][CH2:26][O:27]CC1C=CC=CC=1)[CH2:17][C:18]([O:20][C:21]([CH3:24])([CH3:23])[CH3:22])=[O:19])=[O:15])[C:2]1[CH:7]=[CH:6][CH:5]=[CH:4][CH:3]=1.C(OCC)(=O)C. (4) Given the product [ClH:33].[NH2:1][C:2]1[N:24]([CH2:25][CH3:26])[C:6]2[N:7]=[C:8]([NH:11][C:12]3[CH:13]=[CH:14][C:15]([C@@H:18]4[CH2:20][C@H:19]4[N:21]([CH3:23])[CH3:22])=[CH:16][CH:17]=3)[N:9]=[CH:10][C:5]=2[C:4](=[O:27])[C:3]=1[C:28]([NH2:30])=[O:29], predict the reactants needed to synthesize it. The reactants are: [NH2:1][C:2]1[N:24]([CH2:25][CH3:26])[C:6]2[N:7]=[C:8]([NH:11][C:12]3[CH:17]=[CH:16][C:15]([C@@H:18]4[CH2:20][C@H:19]4[N:21]([CH3:23])[CH3:22])=[CH:14][CH:13]=3)[N:9]=[CH:10][C:5]=2[C:4](=[O:27])[C:3]=1[C:28]([NH2:30])=[O:29].CC[Cl:33]. (5) Given the product [O:1]1[C:5]([C:6]2[CH:7]=[CH:8][C:9]([CH2:10][N:11]3[C:27](=[O:28])[N:14]4[N:15]=[CH:16][C:17]([C:20]5[CH:21]=[CH:22][C:23]([Cl:26])=[CH:24][CH:25]=5)=[C:18]([N:31]5[CH:35]=[CH:34][N:33]=[CH:32]5)[C:13]4=[N:12]3)=[CH:29][CH:30]=2)=[CH:4][CH:3]=[N:2]1, predict the reactants needed to synthesize it. The reactants are: [O:1]1[C:5]([C:6]2[CH:30]=[CH:29][C:9]([CH2:10][N:11]3[C:27](=[O:28])[N:14]4[N:15]=[CH:16][C:17]([C:20]5[CH:25]=[CH:24][C:23]([Cl:26])=[CH:22][CH:21]=5)=[C:18](Cl)[C:13]4=[N:12]3)=[CH:8][CH:7]=2)=[CH:4][CH:3]=[N:2]1.[NH:31]1[CH:35]=[CH:34][N:33]=[CH:32]1. (6) Given the product [CH:43]1([NH:42][CH2:40][CH2:39][O:10][C:8]2[CH:9]=[CH:4][C:5]([CH2:12][CH2:13][CH2:29][NH:3][C:4]3[CH:9]=[C:8]([O:10][CH3:11])[CH:7]=[CH:6][C:5]=3[CH:12]3[CH2:21][CH2:20][C:19]4[CH:18]=[C:17]([OH:22])[CH:16]=[CH:15][C:14]=4[CH2:13]3)=[CH:6][CH:7]=2)[CH2:45][CH2:44]1, predict the reactants needed to synthesize it. The reactants are: C([N:3]([C:29](=O)C1C=CC(O)=CC=1)[C:4]1[CH:9]=[C:8]([O:10][CH3:11])[CH:7]=[CH:6][C:5]=1[CH:12]1[CH2:21][CH2:20][C:19]2[CH:18]=[C:17]([O:22]C(=O)C(C)(C)C)[CH:16]=[CH:15][C:14]=2[CH2:13]1)C.Cl[CH2:39][C:40]([NH:42][CH:43]1[CH2:45][CH2:44]1)=O. (7) Given the product [F:8][C:7]1[C:6]([O:9][CH2:10][C:11]#[C:12][CH2:13][CH3:14])=[CH:21][CH:4]=[N:3][C:2]=1[N:15]1[CH2:20][CH2:19][CH2:18][CH2:17][CH2:16]1, predict the reactants needed to synthesize it. The reactants are: F[C:2]1[C:7]([F:8])=[C:6]([O:9][CH2:10][C:11]#[C:12][CH2:13][CH3:14])N=[CH:4][N:3]=1.[NH:15]1[CH2:20][CH2:19][CH2:18][CH2:17][CH2:16]1.[C:21]1(C)C=CC=CC=1.